This data is from NCI-60 drug combinations with 297,098 pairs across 59 cell lines. The task is: Regression. Given two drug SMILES strings and cell line genomic features, predict the synergy score measuring deviation from expected non-interaction effect. (1) Synergy scores: CSS=33.5, Synergy_ZIP=2.45, Synergy_Bliss=3.17, Synergy_Loewe=-9.42, Synergy_HSA=5.58. Drug 1: CNC(=O)C1=CC=CC=C1SC2=CC3=C(C=C2)C(=NN3)C=CC4=CC=CC=N4. Cell line: EKVX. Drug 2: CC1CCC2CC(C(=CC=CC=CC(CC(C(=O)C(C(C(=CC(C(=O)CC(OC(=O)C3CCCCN3C(=O)C(=O)C1(O2)O)C(C)CC4CCC(C(C4)OC)O)C)C)O)OC)C)C)C)OC. (2) Drug 1: CC1=C2C(C(=O)C3(C(CC4C(C3C(C(C2(C)C)(CC1OC(=O)C(C(C5=CC=CC=C5)NC(=O)OC(C)(C)C)O)O)OC(=O)C6=CC=CC=C6)(CO4)OC(=O)C)O)C)O. Drug 2: C1=NC2=C(N1)C(=S)N=CN2. Cell line: SF-539. Synergy scores: CSS=52.1, Synergy_ZIP=0.0664, Synergy_Bliss=-0.292, Synergy_Loewe=-7.20, Synergy_HSA=3.40. (3) Drug 1: C1=C(C(=O)NC(=O)N1)F. Drug 2: CC1CCCC2(C(O2)CC(NC(=O)CC(C(C(=O)C(C1O)C)(C)C)O)C(=CC3=CSC(=N3)C)C)C. Cell line: NCI/ADR-RES. Synergy scores: CSS=30.5, Synergy_ZIP=-1.72, Synergy_Bliss=-6.22, Synergy_Loewe=-7.05, Synergy_HSA=-7.20.